Regression/Classification. Given a drug SMILES string, predict its absorption, distribution, metabolism, or excretion properties. Task type varies by dataset: regression for continuous measurements (e.g., permeability, clearance, half-life) or binary classification for categorical outcomes (e.g., BBB penetration, CYP inhibition). For this dataset (clearance_hepatocyte_az), we predict log10(clearance) (log10 of the in vitro intrinsic clearance, CLint, in uL/min per 10^6 hepatocytes; values are censored to the assay range of 3 to 150, which is 0.477 to 2.18 on this log10 scale). From a dataset of Hepatocyte clearance measurements from AstraZeneca. (1) The molecule is O=C(O)CCc1ccc(OCc2cccc(Br)c2)cc1. The log10(clearance) is 2.11. (2) The log10(clearance) is 1.22. The molecule is Cc1sc2c(c1C)C(c1ccc(Cl)cc1)=N[C@@H](CC(=O)OC(C)(C)C)c1nnc(C)n1-2.